Dataset: NCI-60 drug combinations with 297,098 pairs across 59 cell lines. Task: Regression. Given two drug SMILES strings and cell line genomic features, predict the synergy score measuring deviation from expected non-interaction effect. (1) Drug 1: C1=CC(=CC=C1CCC2=CNC3=C2C(=O)NC(=N3)N)C(=O)NC(CCC(=O)O)C(=O)O. Drug 2: CC1=C(C(CCC1)(C)C)C=CC(=CC=CC(=CC(=O)O)C)C. Cell line: UACC-257. Synergy scores: CSS=-2.46, Synergy_ZIP=-2.71, Synergy_Bliss=-4.88, Synergy_Loewe=-10.5, Synergy_HSA=-6.08. (2) Drug 1: C1=CN(C=N1)CC(O)(P(=O)(O)O)P(=O)(O)O. Drug 2: CN(C(=O)NC(C=O)C(C(C(CO)O)O)O)N=O. Cell line: NCI-H226. Synergy scores: CSS=-5.59, Synergy_ZIP=3.93, Synergy_Bliss=0.827, Synergy_Loewe=-5.78, Synergy_HSA=-5.20.